From a dataset of Full USPTO retrosynthesis dataset with 1.9M reactions from patents (1976-2016). Predict the reactants needed to synthesize the given product. Given the product [Cl:21][C:15]1[CH:16]=[C:17]([Cl:20])[CH:18]=[CH:19][C:14]=1[CH:5]1[N:6]=[C:7]([C:9]2[N:10]=[CH:11][S:12][CH:13]=2)[NH:8][C:3]([CH2:2][N:28]2[CH2:33][CH2:32][O:31][CH:30]([CH2:34][CH2:35][C:36]([OH:38])=[O:37])[CH2:29]2)=[C:4]1[C:22]([O:24][CH2:25][CH3:26])=[O:23], predict the reactants needed to synthesize it. The reactants are: Br[CH2:2][C:3]1[NH:8][C:7]([C:9]2[N:10]=[CH:11][S:12][CH:13]=2)=[N:6][CH:5]([C:14]2[CH:19]=[CH:18][C:17]([Cl:20])=[CH:16][C:15]=2[Cl:21])[C:4]=1[C:22]([O:24][CH2:25][CH3:26])=[O:23].Cl.[NH:28]1[CH2:33][CH2:32][O:31][CH:30]([CH2:34][CH2:35][C:36]([OH:38])=[O:37])[CH2:29]1.